The task is: Predict which catalyst facilitates the given reaction.. This data is from Catalyst prediction with 721,799 reactions and 888 catalyst types from USPTO. (1) Reactant: [CH3:1][C:2]1[CH:7]=[CH:6][C:5]([C:8]2[CH:13]=[CH:12][C:11]([CH2:14][NH:15][C:16]([C:18]3[N:19]([CH2:42][CH2:43][C:44]([O:46]C)=[O:45])[CH:20]=[C:21]([NH:23][C:24]([C:26]4[C:27]([C:32]5[CH:37]=[CH:36][C:35]([C:38]([F:41])([F:40])[F:39])=[CH:34][CH:33]=5)=[CH:28][CH:29]=[CH:30][CH:31]=4)=[O:25])[CH:22]=3)=[O:17])=[CH:10][CH:9]=2)=[CH:4][CH:3]=1.[OH-].[Na+].ClCCl.C(O)C. Product: [CH3:1][C:2]1[CH:3]=[CH:4][C:5]([C:8]2[CH:13]=[CH:12][C:11]([CH2:14][NH:15][C:16]([C:18]3[N:19]([CH2:42][CH2:43][C:44]([OH:46])=[O:45])[CH:20]=[C:21]([NH:23][C:24]([C:26]4[C:27]([C:32]5[CH:33]=[CH:34][C:35]([C:38]([F:39])([F:40])[F:41])=[CH:36][CH:37]=5)=[CH:28][CH:29]=[CH:30][CH:31]=4)=[O:25])[CH:22]=3)=[O:17])=[CH:10][CH:9]=2)=[CH:6][CH:7]=1. The catalyst class is: 5. (2) Product: [NH:35]1[C:36]2=[N:37][CH:38]=[C:30]([C:16]3[CH:15]=[CH:14][C:13]([CH2:12][C:11]([NH:10][C:7]4[CH:6]=[C:5]([C:1]([CH3:2])([CH3:3])[CH3:4])[O:9][N:8]=4)=[O:28])=[CH:18][CH:17]=3)[CH:31]=[C:32]2[CH:33]=[CH:34]1. The catalyst class is: 23. Reactant: [C:1]([C:5]1[O:9][N:8]=[C:7]([NH:10][C:11](=[O:28])[CH2:12][C:13]2[CH:18]=[CH:17][C:16](B3OC(C)(C)C(C)(C)O3)=[CH:15][CH:14]=2)[CH:6]=1)([CH3:4])([CH3:3])[CH3:2].Br[C:30]1[CH:31]=[C:32]2[C:36](=[N:37][CH:38]=1)[NH:35][CH:34]=[CH:33]2.C([O-])([O-])=O.[Na+].[Na+].O. (3) Reactant: C1C(=O)N([Br:8])C(=O)C1.[F:9][C:10]1[CH:30]=[CH:29][C:13]([CH2:14][NH:15][C:16]([C:18]2[C:27]([OH:28])=[C:26]3[C:21]([CH:22]=[CH:23][CH:24]=[N:25]3)=[CH:20][N:19]=2)=[O:17])=[CH:12][CH:11]=1.CO.O. Product: [Br:8][C:20]1[N:19]=[C:18]([C:16]([NH:15][CH2:14][C:13]2[CH:12]=[CH:11][C:10]([F:9])=[CH:30][CH:29]=2)=[O:17])[C:27]([OH:28])=[C:26]2[C:21]=1[CH:22]=[CH:23][CH:24]=[N:25]2. The catalyst class is: 22. (4) Reactant: C([O:5][C:6](=[O:20])[C:7]1[CH:12]=[C:11]([O:13][CH3:14])[N:10]=[C:9]([N:15]([CH2:17][CH:18]=[CH2:19])[CH3:16])[CH:8]=1)(C)(C)C.[ClH:21]. Product: [ClH:21].[CH2:17]([N:15]([CH3:16])[C:9]1[CH:8]=[C:7]([CH:12]=[C:11]([O:13][CH3:14])[N:10]=1)[C:6]([OH:20])=[O:5])[CH:18]=[CH2:19]. The catalyst class is: 12. (5) Reactant: Br[CH2:2][CH2:3][CH2:4][N:5]1[C:9](=[O:10])[C:8]2=[CH:11][CH:12]=[CH:13][CH:14]=[C:7]2[C:6]1=[O:15].[O:16]=[S:17]1(=[O:23])[CH2:22][CH2:21][NH:20][CH2:19][CH2:18]1.CCN(C(C)C)C(C)C. Product: [O:16]=[S:17]1(=[O:23])[CH2:22][CH2:21][N:20]([CH2:2][CH2:3][CH2:4][N:5]2[C:9](=[O:10])[C:8]3[C:7](=[CH:14][CH:13]=[CH:12][CH:11]=3)[C:6]2=[O:15])[CH2:19][CH2:18]1. The catalyst class is: 11. (6) Reactant: [NH:1]1[C:6]2[CH:7]=[CH:8][S:9][C:5]=2[C:4](=[O:10])[O:3][C:2]1=[O:11].[CH2:12](Br)[C:13]1[CH:18]=[CH:17][CH:16]=[CH:15][CH:14]=1.C(=O)([O-])[O-].[K+].[K+]. Product: [CH2:12]([N:1]1[C:6]2[CH:7]=[CH:8][S:9][C:5]=2[C:4](=[O:10])[O:3][C:2]1=[O:11])[C:13]1[CH:18]=[CH:17][CH:16]=[CH:15][CH:14]=1. The catalyst class is: 35.